This data is from Forward reaction prediction with 1.9M reactions from USPTO patents (1976-2016). The task is: Predict the product of the given reaction. (1) Given the reactants [N:1]1([C:7](=[S:9])[NH2:8])[CH2:6][CH2:5][O:4][CH2:3][CH2:2]1.Br[CH2:11][C:12]([C:14]1[CH:19]=[CH:18][C:17]([Br:20])=[CH:16][CH:15]=1)=O.O, predict the reaction product. The product is: [Br:20][C:17]1[CH:18]=[CH:19][C:14]([C:12]2[N:8]=[C:7]([N:1]3[CH2:6][CH2:5][O:4][CH2:3][CH2:2]3)[S:9][CH:11]=2)=[CH:15][CH:16]=1. (2) Given the reactants C(=O)([O-])[O-].[K+].[K+].[CH2:7]([O:14][C:15]([NH:17][CH2:18][CH2:19][CH2:20][CH2:21][C:22]1[CH:27]=[CH:26][C:25]([OH:28])=[CH:24][CH:23]=1)=[O:16])[C:8]1[CH:13]=[CH:12][CH:11]=[CH:10][CH:9]=1.[CH3:29][O:30][C:31](=[O:44])[CH:32]([NH:36][C:37]([O:39][C:40]([CH3:43])([CH3:42])[CH3:41])=[O:38])[CH2:33][CH2:34]Br, predict the reaction product. The product is: [CH3:29][O:30][C:31](=[O:44])[CH:32]([NH:36][C:37]([O:39][C:40]([CH3:43])([CH3:42])[CH3:41])=[O:38])[CH2:33][CH2:34][O:28][C:25]1[CH:26]=[CH:27][C:22]([CH2:21][CH2:20][CH2:19][CH2:18][NH:17][C:15]([O:14][CH2:7][C:8]2[CH:9]=[CH:10][CH:11]=[CH:12][CH:13]=2)=[O:16])=[CH:23][CH:24]=1. (3) Given the reactants [C:1]([O:6][CH3:7])(=[O:5])[C:2]([CH3:4])=[CH2:3].C=CC1C=CC=CC=1.[C:16]([O:20]O)([CH3:19])(C)C, predict the reaction product. The product is: [C:1]([O:6][CH2:7][CH:16]1[O:20][CH2:19]1)(=[O:5])[C:2]([CH3:4])=[CH2:3]. (4) The product is: [CH:11]1([C:10]2[C:9]3[C:4](=[CH:5][C:6]([C:17]([O:19][CH3:20])=[O:18])=[CH:7][CH:8]=3)[N:3]([CH2:21][C:22]([N:24]([CH3:26])[CH3:25])=[O:23])[C:2]=2[C:45]2[CH:44]=[N:43][C:42]([O:41][CH3:40])=[CH:47][CH:46]=2)[CH2:16][CH2:15][CH2:14][CH2:13][CH2:12]1. Given the reactants Br[C:2]1[N:3]([CH2:21][C:22]([N:24]([CH3:26])[CH3:25])=[O:23])[C:4]2[C:9]([C:10]=1[CH:11]1[CH2:16][CH2:15][CH2:14][CH2:13][CH2:12]1)=[CH:8][CH:7]=[C:6]([C:17]([O:19][CH3:20])=[O:18])[CH:5]=2.ClCC(N(C)C)=O.C([O-])([O-])=O.[Na+].[Na+].[CH3:40][O:41][C:42]1[CH:47]=[CH:46][C:45](B(O)O)=[CH:44][N:43]=1, predict the reaction product. (5) Given the reactants CS(O[CH2:6][CH2:7][CH2:8][O:9][C:10]1[CH:15]=[CH:14][CH:13]=[C:12]([C:16]2[N:20]([C:21]3[CH:26]=[CH:25][CH:24]=[C:23]([Cl:27])[CH:22]=3)[N:19]=[C:18]([C:28]([N:30]3[CH2:34][C:33](=[O:35])[NH:32][CH2:31]3)=[O:29])[CH:17]=2)[CH:11]=1)(=O)=O.[CH2:36]([NH2:38])[CH3:37].[CH:39]([OH:41])=[O:40].ClC1C=C(N2C(C3C=CC=C(OCCCN(C)C)C=3)=CC(C(N3CC(=O)NC3)=O)=N2)C=CC=1, predict the reaction product. The product is: [CH:39]([OH:41])=[O:40].[Cl:27][C:23]1[CH:22]=[C:21]([N:20]2[C:16]([C:12]3[CH:13]=[CH:14][CH:15]=[C:10]([O:9][CH2:8][CH2:7][CH2:6][NH:38][CH2:36][CH3:37])[CH:11]=3)=[CH:17][C:18]([C:28]([N:30]3[CH2:34][C:33](=[O:35])[NH:32][CH2:31]3)=[O:29])=[N:19]2)[CH:26]=[CH:25][CH:24]=1. (6) Given the reactants Br[CH2:2][C:3]([O:5][CH3:6])=[O:4].[Br:7][C:8]1[CH:13]=[C:12]([C:14]([F:17])([F:16])[F:15])[CH:11]=[CH:10][C:9]=1[OH:18], predict the reaction product. The product is: [Br:7][C:8]1[CH:13]=[C:12]([C:14]([F:15])([F:16])[F:17])[CH:11]=[CH:10][C:9]=1[O:18][CH2:2][C:3]([O:5][CH3:6])=[O:4].